This data is from Forward reaction prediction with 1.9M reactions from USPTO patents (1976-2016). The task is: Predict the product of the given reaction. (1) Given the reactants CO.II.CC(C)([O-])C.[Na+].C(=O)([O-])[O-].[K+].[K+].[OH-].[Na+].C[O-].[Na+].[C:22]([NH:25][CH:26]1[CH:31]([CH:32]([OH:37])[CH:33]([OH:36])[CH2:34][OH:35])[O:30][C:29]([C:38]([O:40]C)=[O:39])=[CH:28][CH:27]1[NH:42][C:43]#[N:44])(=[O:24])[CH3:23], predict the reaction product. The product is: [C:22]([NH:25][CH:26]1[CH:31]([CH:32]([OH:37])[CH:33]([OH:36])[CH2:34][OH:35])[O:30][C:29]([C:38]([OH:40])=[O:39])=[CH:28][CH:27]1[NH:42][C:43]#[N:44])(=[O:24])[CH3:23]. (2) Given the reactants C([O:4][C:5]1[CH:10]=[C:9]([C:11]#[N:12])[C:8](Br)=[C:7]([C:14]#[N:15])[C:6]=1[O:16]C(=O)C)(=O)C.[CH:20]1(/[CH:23]=[CH:24]/B2OC(C)(C)C(C)(C)O2)[CH2:22][CH2:21]1, predict the reaction product. The product is: [CH:20]1(/[CH:23]=[CH:24]/[C:8]2[C:7]([C:14]#[N:15])=[C:6]([OH:16])[C:5]([OH:4])=[CH:10][C:9]=2[C:11]#[N:12])[CH2:22][CH2:21]1.